Dataset: Forward reaction prediction with 1.9M reactions from USPTO patents (1976-2016). Task: Predict the product of the given reaction. (1) Given the reactants [OH:1][C:2]1[CH:7]=[CH:6][CH:5]=[CH:4][C:3]=1[C:8]1[N:12]=[C:11]([C:13]2[CH:18]=[CH:17][CH:16]=[CH:15][C:14]=2[OH:19])[N:10]([CH2:20][C:21](OCC)=[O:22])[N:9]=1, predict the reaction product. The product is: [OH:1][C:2]1[CH:7]=[CH:6][CH:5]=[CH:4][C:3]=1[C:8]1[N:12]=[C:11]([C:13]2[CH:18]=[CH:17][CH:16]=[CH:15][C:14]=2[OH:19])[N:10]([CH2:20][C:21]([NH:10][CH2:20][CH2:21][OH:22])=[O:22])[N:9]=1. (2) The product is: [F:8][C:9]1[C:18]2[C:13](=[CH:14][CH:15]=[CH:16][CH:17]=2)[C:12]([C:19]([O:21][CH3:1])=[O:20])=[CH:11][CH:10]=1. Given the reactants [CH3:1][Si](C=[N+]=[N-])(C)C.[F:8][C:9]1[C:18]2[C:13](=[CH:14][CH:15]=[CH:16][CH:17]=2)[C:12]([C:19]([OH:21])=[O:20])=[CH:11][CH:10]=1, predict the reaction product. (3) Given the reactants [C:1]1([CH3:23])[CH:6]=[CH:5][CH:4]=[C:3]([S:7]([N:10]2[C:15]3[CH:16]=[C:17]([C:20](O)=[O:21])[CH:18]=[CH:19][C:14]=3[O:13][CH2:12][CH2:11]2)(=[O:9])=[O:8])[CH:2]=1.[NH2:24][C:25]1[S:26][CH:27]=[C:28]([CH2:30][C:31]([O:33][CH2:34][CH3:35])=[O:32])[N:29]=1, predict the reaction product. The product is: [CH2:34]([O:33][C:31](=[O:32])[CH2:30][C:28]1[N:29]=[C:25]([NH:24][C:20]([C:17]2[CH:18]=[CH:19][C:14]3[O:13][CH2:12][CH2:11][N:10]([S:7]([C:3]4[CH:2]=[C:1]([CH3:23])[CH:6]=[CH:5][CH:4]=4)(=[O:8])=[O:9])[C:15]=3[CH:16]=2)=[O:21])[S:26][CH:27]=1)[CH3:35]. (4) Given the reactants Br[C:2]1[CH:3]=[C:4]([Cl:12])[C:5]([C:8]([O:10][CH3:11])=[O:9])=[N:6][CH:7]=1.CN(C)[CH:15]=[O:16].C[O-].[Na+].[Cl-].[NH4+], predict the reaction product. The product is: [Cl:12][C:4]1[C:5]([C:8]([O:10][CH3:11])=[O:9])=[N:6][CH:7]=[C:2]([O:16][CH3:15])[CH:3]=1. (5) The product is: [Cl:14][C:2]([Cl:1])([F:13])[S:3][C:4]1[C:12]2[C:7](=[CH:8][CH:9]=[CH:10][CH:11]=2)[N:6]([CH2:16][OH:15])[CH:5]=1. Given the reactants [Cl:1][C:2]([Cl:14])([F:13])[S:3][C:4]1[C:12]2[C:7](=[CH:8][CH:9]=[CH:10][CH:11]=2)[NH:6][CH:5]=1.[O:15]1CCC[CH2:16]1.C=O, predict the reaction product. (6) Given the reactants [O:1]=[S:2]1(=[O:32])[C:8]2[CH:9]=[CH:10][CH:11]=[CH:12][C:7]=2[CH2:6][N:5]([C:13]2[CH:22]=[C:21](/[CH:23]=[CH:24]/[C:25]([O:27][CH2:28][CH3:29])=[O:26])[C:20]3[C:15](=[CH:16][CH:17]=[C:18]([CH2:30][CH3:31])[CH:19]=3)[N:14]=2)[CH2:4][CH2:3]1.C(N(CC)CC)C, predict the reaction product. The product is: [O:32]=[S:2]1(=[O:1])[C:8]2[CH:9]=[CH:10][CH:11]=[CH:12][C:7]=2[CH2:6][N:5]([C:13]2[CH:22]=[C:21]([CH2:23][CH2:24][C:25]([O:27][CH2:28][CH3:29])=[O:26])[C:20]3[C:15](=[CH:16][CH:17]=[C:18]([CH2:30][CH3:31])[CH:19]=3)[N:14]=2)[CH2:4][CH2:3]1. (7) The product is: [Cl:1][C:2]1[CH:3]=[C:4]([C@@H:8]([OH:35])[CH2:9][NH:10][CH2:11][CH2:12][C:13]2[CH:14]=[CH:15][C:16]([S:19]([C:22]3[CH:23]=[CH:24][C:25]([O:33][CH3:34])=[C:26]([CH:32]=3)[C:27]([O-:29])=[O:28])(=[O:20])=[O:21])=[CH:17][CH:18]=2)[CH:5]=[CH:6][CH:7]=1.[Na+:37]. Given the reactants [Cl:1][C:2]1[CH:3]=[C:4]([C@@H:8]([OH:35])[CH2:9][NH:10][CH2:11][CH2:12][C:13]2[CH:18]=[CH:17][C:16]([S:19]([C:22]3[CH:23]=[CH:24][C:25]([O:33][CH3:34])=[C:26]([CH:32]=3)[C:27]([O:29]CC)=[O:28])(=[O:21])=[O:20])=[CH:15][CH:14]=2)[CH:5]=[CH:6][CH:7]=1.[OH-].[Na+:37], predict the reaction product. (8) Given the reactants [CH3:1][O:2][C:3]1[CH:4]=[C:5]([CH:8]=[C:9]([O:13][CH3:14])[C:10]=1[O:11][CH3:12])[CH:6]=O.[NH2:15][OH:16].Cl.CC([O-])=O.[Na+].[BH3-]C#N.[Na+].Cl, predict the reaction product. The product is: [CH3:1][O:2][C:3]1[CH:4]=[C:5]([CH:8]=[C:9]([O:13][CH3:14])[C:10]=1[O:11][CH3:12])[CH2:6][NH:15][OH:16].